This data is from Peptide-MHC class II binding affinity with 134,281 pairs from IEDB. The task is: Regression. Given a peptide amino acid sequence and an MHC pseudo amino acid sequence, predict their binding affinity value. This is MHC class II binding data. (1) The peptide sequence is GARRSGDVLWDIPTP. The MHC is HLA-DQA10201-DQB10303 with pseudo-sequence HLA-DQA10201-DQB10303. The binding affinity (normalized) is 0.296. (2) The peptide sequence is IQYVNYWFAPGAGAA. The MHC is HLA-DPA10103-DPB10301 with pseudo-sequence HLA-DPA10103-DPB10301. The binding affinity (normalized) is 0.0595. (3) The peptide sequence is LYKYKVVKIEPLGVAPTKAK. The MHC is HLA-DQA10103-DQB10603 with pseudo-sequence HLA-DQA10103-DQB10603. The binding affinity (normalized) is 0.351. (4) The peptide sequence is KPTAAGPKDNGGACG. The MHC is HLA-DQA10102-DQB10602 with pseudo-sequence HLA-DQA10102-DQB10602. The binding affinity (normalized) is 0.